Dataset: Reaction yield outcomes from USPTO patents with 853,638 reactions. Task: Predict the reaction yield, written as a fraction of the theoretical maximum amount of product (1.0 means a 100% yield; for example, 0.34 means a 34% yield). (1) The reactants are [C:1]([O:5][C:6](=[O:43])[N:7]([CH3:42])[C@H:8]([C:10](=[O:41])[NH:11][C@@H:12]1[C:18](=[O:19])[N:17]([CH2:20][C:21]2[C:30]3[C:25](=[CH:26][CH:27]=[CH:28][CH:29]=3)[CH:24]=[CH:23][C:22]=2[CH3:31])[C:16]2[CH:32]=[CH:33][CH:34]=[CH:35][C:15]=2[N:14]([S:36](=[O:40])(=[O:39])[NH:37][CH3:38])[CH2:13]1)[CH3:9])([CH3:4])([CH3:3])[CH3:2].[C:44]([O-])([O-])=O.[Cs+].[Cs+].CI. The catalyst is CN(C=O)C.O. The product is [C:1]([O:5][C:6](=[O:43])[N:7]([C@H:8]([C:10](=[O:41])[NH:11][C@@H:12]1[C:18](=[O:19])[N:17]([CH2:20][C:21]2[C:30]3[C:25](=[CH:26][CH:27]=[CH:28][CH:29]=3)[CH:24]=[CH:23][C:22]=2[CH3:31])[C:16]2[CH:32]=[CH:33][CH:34]=[CH:35][C:15]=2[N:14]([S:36](=[O:39])(=[O:40])[N:37]([CH3:44])[CH3:38])[CH2:13]1)[CH3:9])[CH3:42])([CH3:4])([CH3:2])[CH3:3]. The yield is 0.650. (2) The reactants are [C:1]1([C:7]2[N:8]=[C:9]3[C:14](=[N:15][C:16]=2[C:17]2[CH:22]=[CH:21][CH:20]=[CH:19][CH:18]=2)[N:13]=[CH:12][N:11]=[C:10]3[NH2:23])[CH:6]=[CH:5][CH:4]=[CH:3][CH:2]=1.S(=O)(=O)(O)N.N[CH2:30][CH2:31][CH2:32][N:33]1[CH2:38][CH2:37][N:36]([CH3:39])[CH2:35][CH2:34]1. No catalyst specified. The product is [C:1]1([C:7]2[N:8]=[C:9]3[C:14](=[N:15][C:16]=2[C:17]2[CH:18]=[CH:19][CH:20]=[CH:21][CH:22]=2)[N:13]=[CH:12][N:11]=[C:10]3[NH:23][CH2:30][CH2:31][CH2:32][N:33]2[CH2:38][CH2:37][N:36]([CH3:39])[CH2:35][CH2:34]2)[CH:2]=[CH:3][CH:4]=[CH:5][CH:6]=1. The yield is 0.170. (3) The reactants are [CH:1]1([CH:6]([CH3:12])[CH2:7][CH2:8][C:9]([OH:11])=O)[CH2:5][CH2:4][CH2:3][CH2:2]1.[CH3:13][Li].O. The catalyst is C(OCC)C. The product is [CH:1]1([CH:6]([CH3:12])[CH2:7][CH2:8][C:9](=[O:11])[CH3:13])[CH2:2][CH2:3][CH2:4][CH2:5]1. The yield is 0.535. (4) The reactants are [CH3:1][O:2][C:3]1[CH:8]=[C:7]([C:9]([N:11]2[C:17]3[CH:18]=[CH:19][CH:20]=[CH:21][C:16]=3[CH2:15][N:14]3[CH:22]=[CH:23][CH:24]=[C:13]3[CH2:12]2)=[O:10])[CH:6]=[CH:5][C:4]=1[C:25]1[CH:30]=[CH:29][CH:28]=[CH:27][C:26]=1[CH3:31].C(N(CC)CC)C.[Cl:39][C:40]([Cl:45])([Cl:44])[C:41](Cl)=[O:42].C(OCC)(=O)C. The catalyst is ClCCl.C(Cl)(Cl)Cl. The product is [Cl:39][C:40]([Cl:45])([Cl:44])[C:41]([C:22]1[N:14]2[C:13]([CH2:12][N:11]([C:9]([C:7]3[CH:6]=[CH:5][C:4]([C:25]4[CH:30]=[CH:29][CH:28]=[CH:27][C:26]=4[CH3:31])=[C:3]([O:2][CH3:1])[CH:8]=3)=[O:10])[C:17]3[CH:18]=[CH:19][CH:20]=[CH:21][C:16]=3[CH2:15]2)=[CH:24][CH:23]=1)=[O:42]. The yield is 0.850. (5) The reactants are [Li+].CC(O[Al-](OC(C)(C)C)OC(C)(C)C)(C)C.[C:18]1([C:26](OCC)=[O:27])([C:21]([O:23][CH2:24][CH3:25])=[O:22])[CH2:20][CH2:19]1. The catalyst is C1COCC1.C(Cl)Cl. The product is [CH2:24]([O:23][C:21]([C:18]1([CH2:26][OH:27])[CH2:20][CH2:19]1)=[O:22])[CH3:25]. The yield is 0.850. (6) The reactants are Br[C:2]1[CH:7]=[CH:6][C:5]([CH3:8])=[CH:4][C:3]=1[CH3:9].[Li]CCCC.[O:15]1[CH2:20][CH2:19][C:18](=[O:21])[CH2:17][CH2:16]1.[NH4+].[Cl-]. The catalyst is C1COCC1. The product is [CH3:9][C:3]1[CH:4]=[C:5]([CH3:8])[CH:6]=[CH:7][C:2]=1[C:18]1([OH:21])[CH2:19][CH2:20][O:15][CH2:16][CH2:17]1. The yield is 0.900.